This data is from Reaction yield outcomes from USPTO patents with 853,638 reactions. The task is: Predict the reaction yield, written as a fraction of the theoretical maximum amount of product (1.0 means a 100% yield; for example, 0.34 means a 34% yield). (1) The reactants are [S:1]1[C:5]([CH2:6][O:7][C:8]([NH:10][C@H:11]([CH2:33][C:34]2[CH:39]=[CH:38][CH:37]=[CH:36][CH:35]=2)[CH2:12][NH:13][CH2:14][C@H:15]([NH:23][C:24]([O:26][CH2:27][C:28]2[S:32][CH:31]=[N:30][CH:29]=2)=[O:25])[CH2:16][C:17]2[CH:22]=[CH:21][CH:20]=[CH:19][CH:18]=2)=[O:9])=[CH:4][N:3]=[CH:2]1.[CH:40](=O)[C:41]1[CH:46]=[CH:45][CH:44]=[CH:43][CH:42]=1.C(O)(=O)C.C(O[BH-](OC(=O)C)OC(=O)C)(=O)C.[Na+]. No catalyst specified. The product is [CH2:40]([N:13]([CH2:14][C@H:15]([NH:23][C:24]([O:26][CH2:27][C:28]1[S:32][CH:31]=[N:30][CH:29]=1)=[O:25])[CH2:16][C:17]1[CH:18]=[CH:19][CH:20]=[CH:21][CH:22]=1)[CH2:12][C@H:11]([NH:10][C:8]([O:7][CH2:6][C:5]1[S:1][CH:2]=[N:3][CH:4]=1)=[O:9])[CH2:33][C:34]1[CH:39]=[CH:38][CH:37]=[CH:36][CH:35]=1)[C:41]1[CH:46]=[CH:45][CH:44]=[CH:43][CH:42]=1. The yield is 0.180. (2) The product is [CH2:1]([O:3][C:4]1[N:8]([C:9]2[C:17]3[O:16][CH2:15][C@@H:14]([NH:18][C:19]4[CH:32]=[CH:31][C:22]5[C@H:23]([CH2:26][C:27]([OH:29])=[O:28])[CH2:24][O:25][C:21]=5[CH:20]=4)[C:13]=3[CH:12]=[CH:11][CH:10]=2)[C:7]2[CH:39]=[C:40]([F:43])[CH:41]=[CH:42][C:6]=2[N:5]=1)[CH3:2]. The reactants are [CH2:1]([O:3][C:4]1[N:8]([C:9]2[C:17]3[O:16][CH2:15][C@@H:14]([N:18](C(=O)C(F)(F)F)[C:19]4[CH:32]=[CH:31][C:22]5[C@H:23]([CH2:26][C:27]([O:29]C)=[O:28])[CH2:24][O:25][C:21]=5[CH:20]=4)[C:13]=3[CH:12]=[CH:11][CH:10]=2)[C:7]2[CH:39]=[C:40]([F:43])[CH:41]=[CH:42][C:6]=2[N:5]=1)[CH3:2].[OH-].[Na+].Cl. The yield is 0.990. The catalyst is O1CCCC1.CO.O. (3) The reactants are [OH:1][C:2]1[N:3]=[C:4]2[CH:12]=[CH:11][C:10]([CH:13]3[CH2:18][CH2:17][N:16]([C:19]([O:21][C:22]([CH3:25])([CH3:24])[CH3:23])=[O:20])[CH2:15][CH2:14]3)=[CH:9][N:5]2[C:6](=[O:8])[CH:7]=1.[H-].[Na+].C1C=CC(N([S:35]([C:38]([F:41])([F:40])[F:39])(=[O:37])=[O:36])[S:35]([C:38]([F:41])([F:40])[F:39])(=[O:37])=[O:36])=CC=1. The catalyst is CN(C=O)C. The product is [O:8]=[C:6]1[N:5]2[CH:9]=[C:10]([CH:13]3[CH2:18][CH2:17][N:16]([C:19]([O:21][C:22]([CH3:25])([CH3:24])[CH3:23])=[O:20])[CH2:15][CH2:14]3)[CH:11]=[CH:12][C:4]2=[N:3][C:2]([O:1][S:35]([C:38]([F:41])([F:40])[F:39])(=[O:37])=[O:36])=[CH:7]1. The yield is 0.840. (4) The catalyst is CO.[Pd]. The reactants are [C:1]([O:5][C:6]([NH:8][C@H:9]([C:22]([O:24][CH3:25])=[O:23])[CH2:10][C:11]1[S:12][C:13]([C:16]#[C:17][CH2:18][CH:19]([OH:21])[CH3:20])=[CH:14][CH:15]=1)=[O:7])([CH3:4])([CH3:3])[CH3:2]. The product is [C:1]([O:5][C:6]([NH:8][C@H:9]([C:22]([O:24][CH3:25])=[O:23])[CH2:10][C:11]1[S:12][C:13]([CH2:16][CH2:17][CH2:18][CH:19]([OH:21])[CH3:20])=[CH:14][CH:15]=1)=[O:7])([CH3:4])([CH3:2])[CH3:3]. The yield is 0.800.